Dataset: Forward reaction prediction with 1.9M reactions from USPTO patents (1976-2016). Task: Predict the product of the given reaction. (1) The product is: [CH2:13]([O:12][C:10](=[O:11])[CH2:9][O:6][CH:4]([CH:1]1[CH2:3][CH2:2]1)[CH3:5])[CH3:14]. Given the reactants [CH:1]1([CH:4]([OH:6])[CH3:5])[CH2:3][CH2:2]1.[N+](=[CH:9][C:10]([O:12][CH2:13][CH3:14])=[O:11])=[N-], predict the reaction product. (2) Given the reactants [NH2:1][C:2]1[CH:7]=[CH:6][CH:5]=[CH:4][C:3]=1[OH:8].[CH2:9]([O:11][C:12](OCC)([O:18]CC)[C:13](OCC)=O)[CH3:10], predict the reaction product. The product is: [CH2:9]([O:11][C:12]([C:13]1[O:8][C:3]2[CH:4]=[CH:5][CH:6]=[CH:7][C:2]=2[N:1]=1)=[O:18])[CH3:10].